The task is: Predict the reaction yield, written as a fraction of the theoretical maximum amount of product (1.0 means a 100% yield; for example, 0.34 means a 34% yield).. This data is from Reaction yield outcomes from USPTO patents with 853,638 reactions. (1) The reactants are [NH:1]1[CH2:6][CH2:5][CH:4]([C:7]2[CH:12]=[CH:11][C:10]([C:13]3[N:18]=[C:17]([OH:19])[N:16]4[CH:20]=[CH:21][N:22]=[C:15]4[CH:14]=3)=[CH:9][CH:8]=2)[CH2:3][CH2:2]1.C=O.[C:25](O[BH-](OC(=O)C)OC(=O)C)(=O)C.[Na+].C(=O)(O)[O-].[Na+]. The catalyst is O1CCCC1.CN(C)C(=O)C.ClCCl. The product is [CH3:25][N:1]1[CH2:2][CH2:3][CH:4]([C:7]2[CH:8]=[CH:9][C:10]([C:13]3[N:18]=[C:17]([OH:19])[N:16]4[CH:20]=[CH:21][N:22]=[C:15]4[CH:14]=3)=[CH:11][CH:12]=2)[CH2:5][CH2:6]1. The yield is 0.866. (2) The reactants are [ClH:1].[NH:2]1[CH2:6][CH2:5][CH2:4][C@H:3]1[CH2:7][O:8][C:9]1[CH:26]=[CH:25][C:12]([CH2:13][C:14]2[CH:19]=[CH:18][C:17]([C:20]3[S:21][CH:22]=[CH:23][N:24]=3)=[CH:16][CH:15]=2)=[CH:11][CH:10]=1.Br[CH:28]([CH2:33][CH3:34])[C:29]([O:31]C)=[O:30]. No catalyst specified. The product is [ClH:1].[S:21]1[CH:22]=[CH:23][N:24]=[C:20]1[C:17]1[CH:18]=[CH:19][C:14]([CH2:13][C:12]2[CH:25]=[CH:26][C:9]([O:8][CH2:7][C@@H:3]3[CH2:4][CH2:5][CH2:6][N:2]3[CH2:34][CH2:33][CH2:28][C:29]([OH:31])=[O:30])=[CH:10][CH:11]=2)=[CH:15][CH:16]=1. The yield is 0.420. (3) The reactants are [F:1][C:2]1[CH:7]=[CH:6][C:5]([N:8](COCC[Si](C)(C)C)[C:9]([C:11]2[N:16]=[CH:15][C:14]([CH:17]([CH3:22])[C:18]([O:20]C)=[O:19])=[CH:13][N:12]=2)=[O:10])=[CH:4][CH:3]=1.Cl. The catalyst is C(O)C. The product is [F:1][C:2]1[CH:3]=[CH:4][C:5]([NH:8][C:9]([C:11]2[N:12]=[CH:13][C:14]([CH:17]([CH3:22])[C:18]([OH:20])=[O:19])=[CH:15][N:16]=2)=[O:10])=[CH:6][CH:7]=1. The yield is 0.350. (4) The reactants are [CH:1]1([C:6](O)([CH2:21][C:22]2[O:27]C(C)(C)[O:25][C:24](=[O:30])[CH:23]=2)[C:7]#[C:8][C:9]2[CH:14]=[CH:13][C:12]([C:15]([CH3:19])([CH3:18])[C:16]#[N:17])=[C:11]([F:20])[CH:10]=2)[CH2:5][CH2:4][CH2:3][CH2:2]1.C([O-])([O-])=O.[K+].[K+]. The catalyst is CO.[NH4+].[Cl-].[OH-].[OH-].[Pd+2]. The product is [CH:1]1([C:6]2([CH2:7][CH2:8][C:9]3[CH:14]=[CH:13][C:12]([C:15]([CH3:18])([CH3:19])[C:16]#[N:17])=[C:11]([F:20])[CH:10]=3)[CH2:21][C:22](=[O:27])[CH2:23][C:24](=[O:25])[O:30]2)[CH2:5][CH2:4][CH2:3][CH2:2]1. The yield is 0.350. (5) The reactants are [CH2:1]([C:3]1[C:11]2[C:6](=[CH:7][C:8]([C:12]3[N:17]=[C:16]4[N:18]([CH2:21][C:22]5[CH:23]=[C:24]6[C:29](=[CH:30][CH:31]=5)[N:28]=[CH:27][CH:26]=[CH:25]6)[N:19]=[N:20][C:15]4=[CH:14][CH:13]=3)=[CH:9][CH:10]=2)[N:5](C(OC(C)(C)C)=O)[N:4]=1)[CH3:2].C(O)(C(F)(F)F)=O.[OH-].[Na+]. The catalyst is ClCCl. The product is [CH2:1]([C:3]1[C:11]2[C:6](=[CH:7][C:8]([C:12]3[N:17]=[C:16]4[N:18]([CH2:21][C:22]5[CH:23]=[C:24]6[C:29](=[CH:30][CH:31]=5)[N:28]=[CH:27][CH:26]=[CH:25]6)[N:19]=[N:20][C:15]4=[CH:14][CH:13]=3)=[CH:9][CH:10]=2)[NH:5][N:4]=1)[CH3:2]. The yield is 0.610. (6) The reactants are [Cl:1][C:2]1[S:3][C:4]([CH:8]=[O:9])=[C:5]([Cl:7])[N:6]=1.[BH4-].[Na+].O. The catalyst is CO. The product is [Cl:1][C:2]1[S:3][C:4]([CH2:8][OH:9])=[C:5]([Cl:7])[N:6]=1. The yield is 0.840. (7) The yield is 0.600. The product is [O:20]1[CH2:21][CH2:22][CH:17]([C:13]2[CH:12]=[C:11]3[C:16]([C:8]([C:6]([OH:7])=[O:5])=[N:9][NH:10]3)=[CH:15][CH:14]=2)[CH2:18][CH2:19]1. The reactants are C([O:5][C:6]([C:8]1[C:16]2[C:11](=[CH:12][C:13]([C:17]3(O)[CH2:22][CH2:21][O:20][CH2:19][CH2:18]3)=[CH:14][CH:15]=2)[NH:10][N:9]=1)=[O:7])(C)(C)C.C([SiH](CC)CC)C.ClCCl. The catalyst is FC(F)(F)C(O)=O.